This data is from Full USPTO retrosynthesis dataset with 1.9M reactions from patents (1976-2016). The task is: Predict the reactants needed to synthesize the given product. Given the product [CH2:1]([O:3][C:4]1[CH:19]=[CH:18][C:7]([CH2:8][CH:9]([C:14]([O:16][CH3:17])=[O:15])[C:10]([O:12][CH3:13])=[O:11])=[CH:6][C:5]=1[CH2:20][O:21][C:31]([NH:30][C:26]1[CH:27]=[CH:28][CH:29]=[C:24]([O:23][CH3:22])[CH:25]=1)=[O:32])[CH3:2], predict the reactants needed to synthesize it. The reactants are: [CH2:1]([O:3][C:4]1[CH:19]=[CH:18][C:7]([CH2:8][CH:9]([C:14]([O:16][CH3:17])=[O:15])[C:10]([O:12][CH3:13])=[O:11])=[CH:6][C:5]=1[CH2:20][OH:21])[CH3:2].[CH3:22][O:23][C:24]1[CH:25]=[C:26]([N:30]=[C:31]=[O:32])[CH:27]=[CH:28][CH:29]=1.